Dataset: Forward reaction prediction with 1.9M reactions from USPTO patents (1976-2016). Task: Predict the product of the given reaction. (1) Given the reactants [NH2:1][C:2]1[C:3]([F:21])=[C:4]([C:9]([C:11]2[CH:12]=[C:13]3[C:18](=[CH:19][CH:20]=2)[N:17]=[CH:16][CH:15]=[N:14]3)=[O:10])[C:5]([F:8])=[CH:6][CH:7]=1.[F:22][C:23]1[CH:24]=[C:25]([CH:29]=[CH:30][CH:31]=1)[C:26](Cl)=[O:27], predict the reaction product. The product is: [F:21][C:3]1[C:4]([C:9]([C:11]2[CH:12]=[C:13]3[C:18](=[CH:19][CH:20]=2)[N:17]=[CH:16][CH:15]=[N:14]3)=[O:10])=[C:5]([F:8])[CH:6]=[CH:7][C:2]=1[NH:1][C:26](=[O:27])[C:25]1[CH:29]=[CH:30][CH:31]=[C:23]([F:22])[CH:24]=1. (2) The product is: [CH3:9][S:8][C:4]1[N:3]=[C:2]([C:22]#[C:21][Si:18]([CH3:20])([CH3:19])[CH3:17])[CH:7]=[CH:6][N:5]=1. Given the reactants I[C:2]1[CH:7]=[CH:6][N:5]=[C:4]([S:8][CH3:9])[N:3]=1.C(N(CC)CC)C.[CH3:17][Si:18]([C:21]#[CH:22])([CH3:20])[CH3:19].CCCCCC, predict the reaction product. (3) Given the reactants [NH2:1][C:2]1[CH:19]=[CH:18][C:5]([O:6][C:7]2[C:12]3[N:13]=[CH:14][C:15](=[O:17])[NH:16][C:11]=3[N:10]=[CH:9][CH:8]=2)=[CH:4][C:3]=1[S:20][CH3:21].[C:22]([C:26]1[CH:30]=[C:29]([N:31]=[C:32]=[O:33])[N:28]([C:34]2[CH:35]=[CH:36][C:37]([O:40][CH3:41])=[N:38][CH:39]=2)[N:27]=1)([CH3:25])([CH3:24])[CH3:23], predict the reaction product. The product is: [C:22]([C:26]1[CH:30]=[C:29]([NH:31][C:32]([NH:1][C:2]2[CH:19]=[CH:18][C:5]([O:6][C:7]3[C:12]4[N:13]=[CH:14][C:15](=[O:17])[NH:16][C:11]=4[N:10]=[CH:9][CH:8]=3)=[CH:4][C:3]=2[S:20][CH3:21])=[O:33])[N:28]([C:34]2[CH:39]=[N:38][C:37]([O:40][CH3:41])=[CH:36][CH:35]=2)[N:27]=1)([CH3:25])([CH3:23])[CH3:24]. (4) Given the reactants [Br:1][C:2]1[CH:3]=[C:4]([NH2:9])[C:5]([CH3:8])=[N:6][CH:7]=1.N1C=CC=CC=1.[C:16](OC(=O)C)(=[O:18])[CH3:17].O, predict the reaction product. The product is: [Br:1][C:2]1[CH:3]=[C:4]([NH:9][C:16](=[O:18])[CH3:17])[C:5]([CH3:8])=[N:6][CH:7]=1. (5) Given the reactants [F:1][C:2]1[CH:26]=[C:25]([F:27])[CH:24]=[CH:23][C:3]=1[O:4][C:5]1[N:10]=[C:9]2[N:11](COCC[Si](C)(C)C)[N:12]=[C:13]([I:14])[C:8]2=[CH:7][N:6]=1.Cl, predict the reaction product. The product is: [F:1][C:2]1[CH:26]=[C:25]([F:27])[CH:24]=[CH:23][C:3]=1[O:4][C:5]1[N:10]=[C:9]2[NH:11][N:12]=[C:13]([I:14])[C:8]2=[CH:7][N:6]=1. (6) Given the reactants [C:1]([O:5][C:6]([N:8]1[CH2:13][CH2:12][O:11][CH2:10][C@H:9]1[C@H:14]([C:18]1[CH:23]=[CH:22][C:21]([Cl:24])=[CH:20][CH:19]=1)[C:15]([OH:17])=O)=[O:7])([CH3:4])([CH3:3])[CH3:2].Cl.Cl.[CH3:27][C@H:28]1[C:36]2[C:35]([N:37]3[CH2:42][CH2:41][NH:40][CH2:39][CH2:38]3)=[N:34][CH:33]=[N:32][C:31]=2[C@@H:30]([OH:43])[CH2:29]1.C(N(C(C)C)CC)(C)C.CN(C(ON1N=NC2C=CC=CC1=2)=[N+](C)C)C.F[P-](F)(F)(F)(F)F, predict the reaction product. The product is: [Cl:24][C:21]1[CH:20]=[CH:19][C:18]([C@@H:14]([C@@H:9]2[CH2:10][O:11][CH2:12][CH2:13][N:8]2[C:6]([O:5][C:1]([CH3:3])([CH3:4])[CH3:2])=[O:7])[C:15]([N:40]2[CH2:41][CH2:42][N:37]([C:35]3[C:36]4[C@H:28]([CH3:27])[CH2:29][C@H:30]([OH:43])[C:31]=4[N:32]=[CH:33][N:34]=3)[CH2:38][CH2:39]2)=[O:17])=[CH:23][CH:22]=1. (7) Given the reactants [NH2:1][C:2]1[CH:7]=[CH:6][C:5]([S:8]([CH:11]2[CH2:16][CH2:15][CH:14]([C:17]([O:19][CH3:20])=[O:18])[CH2:13][CH2:12]2)(=[O:10])=[O:9])=[CH:4][CH:3]=1.N1C=CC=CC=1.Cl[C:28](=[O:33])[C:29]([O:31][CH3:32])=[O:30], predict the reaction product. The product is: [CH3:32][O:31][C:29]([C:28]([NH:1][C:2]1[CH:7]=[CH:6][C:5]([S:8]([CH:11]2[CH2:12][CH2:13][CH:14]([C:17]([O:19][CH3:20])=[O:18])[CH2:15][CH2:16]2)(=[O:10])=[O:9])=[CH:4][CH:3]=1)=[O:33])=[O:30]. (8) Given the reactants [CH3:1][O:2][C:3]([C@H:5]1[CH2:10][CH2:9][CH2:8][C:7](=O)[N:6]1C(OC(C)(C)C)=O)=[O:4].Br[C:20]1[CH:25]=[C:24]([F:26])[C:23]([F:27])=[C:22]([F:28])[CH:21]=1.[Mg], predict the reaction product. The product is: [F:26][C:24]1[CH:25]=[C:20]([C@H:7]2[NH:6][C@@H:5]([C:3]([O:2][CH3:1])=[O:4])[CH2:10][CH2:9][CH2:8]2)[CH:21]=[C:22]([F:28])[C:23]=1[F:27]. (9) Given the reactants C[O-].[Na+].[N+:4]([CH3:7])([O-:6])=[O:5].[CH:8](=[O:13])[CH2:9][CH:10]([CH3:12])[CH3:11].O, predict the reaction product. The product is: [OH:13][CH:8]([CH2:9][CH:10]([CH3:12])[CH3:11])[CH2:7][N+:4]([O-:6])=[O:5]. (10) The product is: [CH:27]1([C:30]([NH:32][NH:33][C:23]([C:22]2[CH:21]=[N:20][N:17]3[CH:18]=[CH:19][C:14]([N:10]4[CH2:11][CH2:12][CH2:13][CH:9]4[C:3]4[CH:4]=[C:5]([F:8])[CH:6]=[CH:7][C:2]=4[F:1])=[N:15][C:16]=23)=[O:24])=[O:31])[CH2:29][CH2:28]1. Given the reactants [F:1][C:2]1[CH:7]=[CH:6][C:5]([F:8])=[CH:4][C:3]=1[CH:9]1[CH2:13][CH2:12][CH2:11][N:10]1[C:14]1[CH:19]=[CH:18][N:17]2[N:20]=[CH:21][C:22]([C:23](O)=[O:24])=[C:16]2[N:15]=1.Cl.[CH:27]1([C:30]([NH:32][NH2:33])=[O:31])[CH2:29][CH2:28]1.CCN(C(C)C)C(C)C.CN(C(ON1N=NC2C=CC=NC1=2)=[N+](C)C)C.F[P-](F)(F)(F)(F)F, predict the reaction product.